From a dataset of Full USPTO retrosynthesis dataset with 1.9M reactions from patents (1976-2016). Predict the reactants needed to synthesize the given product. (1) Given the product [C:16]([O:20][C:21]([NH:1][C:2]1([C:7]([OH:9])=[O:8])[CH2:6][CH2:5][CH2:4][CH2:3]1)=[O:22])([CH3:19])([CH3:18])[CH3:17], predict the reactants needed to synthesize it. The reactants are: [NH2:1][C:2]1([C:7]([OH:9])=[O:8])[CH2:6][CH2:5][CH2:4][CH2:3]1.C(=O)([O-])[O-].[K+].[K+].[C:16]([O:20][C:21](O[C:21]([O:20][C:16]([CH3:19])([CH3:18])[CH3:17])=[O:22])=[O:22])([CH3:19])([CH3:18])[CH3:17]. (2) Given the product [CH3:1][O:2][C:3]([C:5]1[S:9][C:8]2[C:10]([NH2:14])=[CH:11][CH:12]=[CH:13][C:7]=2[CH:6]=1)=[O:4], predict the reactants needed to synthesize it. The reactants are: [CH3:1][O:2][C:3]([C:5]1[S:9][C:8]2[C:10]([N+:14]([O-])=O)=[CH:11][CH:12]=[CH:13][C:7]=2[CH:6]=1)=[O:4]. (3) The reactants are: [Br:1][C:2]1[CH:3]=[C:4]([NH:13][CH:14]2[CH2:18][CH2:17][CH2:16][CH2:15]2)[C:5]([CH3:12])=[C:6]([CH:11]=1)[C:7]([O:9][CH3:10])=[O:8].[C:19](=O)([O-])[O-].[Cs+].[Cs+].CI. Given the product [Br:1][C:2]1[CH:3]=[C:4]([N:13]([CH:14]2[CH2:18][CH2:17][CH2:16][CH2:15]2)[CH3:19])[C:5]([CH3:12])=[C:6]([CH:11]=1)[C:7]([O:9][CH3:10])=[O:8], predict the reactants needed to synthesize it. (4) Given the product [ClH:21].[ClH:21].[NH2:20][CH2:19][C:12]1[C:13]2[C:18](=[CH:17][CH:16]=[CH:15][CH:14]=2)[C:9]([OH:8])=[CH:10][N:11]=1, predict the reactants needed to synthesize it. The reactants are: C1(C[O:8][C:9]2[C:18]3[C:13](=[CH:14][CH:15]=[CH:16][CH:17]=3)[C:12]([C:19]#[N:20])=[N:11][CH:10]=2)C=CC=CC=1.[ClH:21].[H][H]. (5) Given the product [Cl:1][C:2]1[CH:7]=[CH:6][C:5]([CH:8]([C:35]2[CH:36]=[CH:37][C:38]([Cl:41])=[CH:39][CH:40]=2)[C:9]2[CH:10]=[C:11]3[C:16](=[CH:17][CH:18]=2)[N:15]=[CH:14][N:13]=[C:12]3[NH:19][CH:20]2[CH2:25][CH2:24][N:23]([C:26](=[O:34])[CH2:27][CH2:28][C:29]([OH:31])=[O:30])[CH2:22][CH2:21]2)=[CH:4][CH:3]=1, predict the reactants needed to synthesize it. The reactants are: [Cl:1][C:2]1[CH:7]=[CH:6][C:5]([CH:8]([C:35]2[CH:40]=[CH:39][C:38]([Cl:41])=[CH:37][CH:36]=2)[C:9]2[CH:10]=[C:11]3[C:16](=[CH:17][CH:18]=2)[N:15]=[CH:14][N:13]=[C:12]3[NH:19][CH:20]2[CH2:25][CH2:24][N:23]([C:26](=[O:34])[CH2:27][CH2:28][C:29]([O:31]CC)=[O:30])[CH2:22][CH2:21]2)=[CH:4][CH:3]=1.Cl.